This data is from Forward reaction prediction with 1.9M reactions from USPTO patents (1976-2016). The task is: Predict the product of the given reaction. (1) Given the reactants [CH3:1][O:2][C:3]1[CH:22]=[CH:21][C:6]([CH2:7][C@@H:8]2[C:12]3=[N:13][C:14]4[CH:19]=[CH:18][CH:17]=[CH:16][C:15]=4[N:11]3[C:10](=[O:20])[NH:9]2)=[CH:5][CH:4]=1.[NH2:23][C@H:24]([CH2:27][C:28]1[CH:33]=[CH:32][CH:31]=[CH:30][CH:29]=1)[CH2:25][OH:26].C(O)(C(F)(F)F)=O, predict the reaction product. The product is: [NH:11]1[C:15]2[CH:16]=[CH:17][CH:18]=[CH:19][C:14]=2[N:13]=[C:12]1[C@H:8]([NH:9][C:10]([NH:23][C@H:24]([CH2:27][C:28]1[CH:33]=[CH:32][CH:31]=[CH:30][CH:29]=1)[CH2:25][OH:26])=[O:20])[CH2:7][C:6]1[CH:5]=[CH:4][C:3]([O:2][CH3:1])=[CH:22][CH:21]=1. (2) The product is: [Br:53][C:54]1[CH:59]=[CH:58][CH:57]=[CH:56][C:55]=1[NH:60][CH:61]1[CH2:66][CH2:65][N:64]([C:16](=[O:18])[CH2:15][C:14]([NH:13][C:10]2[CH:11]=[N:12][C:7]([C:1]3[CH:2]=[CH:3][CH:4]=[CH:5][CH:6]=3)=[CH:8][CH:9]=2)=[O:19])[CH2:63][CH2:62]1. Given the reactants [C:1]1([C:7]2[N:12]=[CH:11][C:10]([NH:13][C:14](=[O:19])[CH2:15][C:16]([OH:18])=O)=[CH:9][CH:8]=2)[CH:6]=[CH:5][CH:4]=[CH:3][CH:2]=1.CCN(C(C)C)C(C)C.C1C=CC2N(O)N=NC=2C=1.CCN=C=NCCCN(C)C.Cl.Cl.Cl.[Br:53][C:54]1[CH:59]=[CH:58][CH:57]=[CH:56][C:55]=1[NH:60][CH:61]1[CH2:66][CH2:65][NH:64][CH2:63][CH2:62]1, predict the reaction product. (3) Given the reactants [Cl:1][C:2]1[CH:3]=[C:4]2[C:9](=[CH:10][CH:11]=1)[C@@:8]1([CH2:17][O:16][C:15]3[CH:18]=[CH:19][C:20]([C:22](O)=[O:23])=[CH:21][C:14]=3[N:13]([CH2:25][C@@H:26]3[CH2:29][CH2:28][C@H:27]3[C@@H:30]([OH:34])[CH2:31][CH:32]=[CH2:33])[CH2:12]1)[CH2:7][CH2:6][CH2:5]2.[CH3:35][C@H:36]([S:40]([NH2:43])(=[O:42])=[O:41])[CH2:37][CH:38]=[CH2:39], predict the reaction product. The product is: [Cl:1][C:2]1[CH:3]=[C:4]2[C:9](=[CH:10][CH:11]=1)[C@@:8]1([CH2:17][O:16][C:15]3[CH:18]=[CH:19][C:20]([C:22]([NH:43][S:40]([C@H:36]([CH2:37][CH:38]=[CH2:39])[CH3:35])(=[O:42])=[O:41])=[O:23])=[CH:21][C:14]=3[N:13]([CH2:25][C@@H:26]3[CH2:29][CH2:28][C@H:27]3[C@@H:30]([OH:34])[CH2:31][CH:32]=[CH2:33])[CH2:12]1)[CH2:7][CH2:6][CH2:5]2.